From a dataset of Forward reaction prediction with 1.9M reactions from USPTO patents (1976-2016). Predict the product of the given reaction. (1) Given the reactants [Cl:1][C:2]1[C:3]([CH3:12])=[C:4]([S:8](Cl)(=[O:10])=[O:9])[CH:5]=[CH:6][CH:7]=1.N1C=CC=CC=1.[NH2:19][C:20]1[C:21]([Cl:40])=[C:22]([C:36]([Cl:39])=[CH:37][CH:38]=1)[CH2:23][CH:24]1[CH2:28][CH2:27][N:26]([CH:29]2[CH2:34][CH2:33][CH2:32][CH2:31][CH2:30]2)[C:25]1=[O:35], predict the reaction product. The product is: [Cl:1][C:2]1[C:3]([CH3:12])=[C:4]([S:8]([NH:19][C:20]2[CH:38]=[CH:37][C:36]([Cl:39])=[C:22]([CH2:23][CH:24]3[CH2:28][CH2:27][N:26]([CH:29]4[CH2:34][CH2:33][CH2:32][CH2:31][CH2:30]4)[C:25]3=[O:35])[C:21]=2[Cl:40])(=[O:10])=[O:9])[CH:5]=[CH:6][CH:7]=1. (2) Given the reactants C(OC([N:8]1[C:12]([C:13]2[CH:14]=[CH:15][C:16]3[N:17]([C:19]([C:40]4[CH:45]=[CH:44][CH:43]=[CH:42][CH:41]=4)=[C:20]([C:22]4[CH:27]=[CH:26][C:25]([C:28]5([NH:32]C(OC(C)(C)C)=O)[CH2:31][CH2:30][CH2:29]5)=[CH:24][CH:23]=4)[N:21]=3)[CH:18]=2)=[CH:11][C:10]([CH3:46])=[N:9]1)=O)(C)(C)C.Cl.[OH-].[Na+], predict the reaction product. The product is: [CH3:46][C:10]1[CH:11]=[C:12]([C:13]2[CH:14]=[CH:15][C:16]3[N:17]([C:19]([C:40]4[CH:45]=[CH:44][CH:43]=[CH:42][CH:41]=4)=[C:20]([C:22]4[CH:23]=[CH:24][C:25]([C:28]5([NH2:32])[CH2:29][CH2:30][CH2:31]5)=[CH:26][CH:27]=4)[N:21]=3)[CH:18]=2)[NH:8][N:9]=1. (3) Given the reactants [I:1][C:2]1[CH:3]=[C:4]2[C:9](=[CH:10][CH:11]=1)[C:8](=[O:12])[NH:7][C:6](=[O:13])[C:5]2=[CH:14]OC.[NH2:17][C:18]1[CH:23]=[CH:22][C:21]([N:24]2[CH2:29][CH2:28][N:27]([C:30]([O:32][C:33]([CH3:36])([CH3:35])[CH3:34])=[O:31])[CH2:26][CH2:25]2)=[CH:20][CH:19]=1, predict the reaction product. The product is: [I:1][C:2]1[CH:3]=[C:4]2[C:9](=[CH:10][CH:11]=1)[C:8](=[O:12])[NH:7][C:6](=[O:13])/[C:5]/2=[CH:14]\[NH:17][C:18]1[CH:23]=[CH:22][C:21]([N:24]2[CH2:29][CH2:28][N:27]([C:30]([O:32][C:33]([CH3:36])([CH3:35])[CH3:34])=[O:31])[CH2:26][CH2:25]2)=[CH:20][CH:19]=1. (4) The product is: [OH:36][C:30]1([C:24]2[CH:29]=[CH:28][CH:27]=[CH:26][CH:25]=2)[CH2:35][CH2:34][N:33]([CH2:9][CH2:10][CH2:11][C:12]2[NH:19][C:17](=[O:18])[C:16]3[C:15](=[CH:23][CH:22]=[CH:21][CH:20]=3)[N:14]=2)[CH2:32][CH2:31]1. Given the reactants C(N(CC)CC)C.Br[CH2:9][CH2:10][CH2:11][C:12]([NH:14][C:15]1[CH:23]=[CH:22][CH:21]=[CH:20][C:16]=1[C:17]([NH2:19])=[O:18])=O.[C:24]1([C:30]2([OH:36])[CH2:35][CH2:34][NH:33][CH2:32][CH2:31]2)[CH:29]=[CH:28][CH:27]=[CH:26][CH:25]=1, predict the reaction product. (5) Given the reactants C(Cl)(=O)C(Cl)=O.CS(C)=O.[OH:11][CH:12]1[CH2:17][N:16]([C:18]([O:20][CH2:21][C:22]2[CH:27]=[CH:26][CH:25]=[CH:24][CH:23]=2)=[O:19])[C@H:15]([C:28]([O:30][CH2:31][C:32]2[CH:37]=[CH:36][CH:35]=[CH:34][CH:33]=2)=[O:29])[C@@H:14]([C:38]([O:40][C:41]([CH3:44])([CH3:43])[CH3:42])=[O:39])[CH2:13]1.C(N(CC)CC)C, predict the reaction product. The product is: [O:11]=[C:12]1[CH2:17][N:16]([C:18]([O:20][CH2:21][C:22]2[CH:27]=[CH:26][CH:25]=[CH:24][CH:23]=2)=[O:19])[C@H:15]([C:28]([O:30][CH2:31][C:32]2[CH:37]=[CH:36][CH:35]=[CH:34][CH:33]=2)=[O:29])[C@@H:14]([C:38]([O:40][C:41]([CH3:44])([CH3:43])[CH3:42])=[O:39])[CH2:13]1. (6) Given the reactants Br[C:2]1[CH:3]=[C:4]2[C:9](=[CH:10][CH:11]=1)[C:8](=[O:12])[N:7]([CH2:13][C:14]([CH3:18])([CH3:17])[CH2:15][OH:16])[CH:6]=[C:5]2[CH:19]=[O:20].[CH:21]1([NH:24][C:25](=[O:43])[C:26]2[CH:31]=[C:30](B3OC(C)(C)C(C)(C)O3)[C:29]([CH3:41])=[C:28]([F:42])[CH:27]=2)[CH2:23][CH2:22]1.C(=O)([O-])[O-].[K+].[K+], predict the reaction product. The product is: [CH:21]1([NH:24][C:25](=[O:43])[C:26]2[CH:31]=[C:30]([C:2]3[CH:3]=[C:4]4[C:9](=[CH:10][CH:11]=3)[C:8](=[O:12])[N:7]([CH2:13][C:14]([CH3:18])([CH3:17])[CH2:15][OH:16])[CH:6]=[C:5]4[CH:19]=[O:20])[C:29]([CH3:41])=[C:28]([F:42])[CH:27]=2)[CH2:22][CH2:23]1.